This data is from Full USPTO retrosynthesis dataset with 1.9M reactions from patents (1976-2016). The task is: Predict the reactants needed to synthesize the given product. (1) Given the product [C:26]([O:16][CH2:15][CH:14]([CH2:17][O:18][C:24](=[O:34])[CH3:25])[CH2:13][CH2:12][N:9]1[CH:8]=[N:7][C:6]2[C:10]1=[N:11][C:3]([NH2:2])=[N:4][CH:5]=2)(=[O:28])[CH3:27], predict the reactants needed to synthesize it. The reactants are: Cl.[NH2:2][C:3]1[N:11]=[C:10]2[C:6]([N:7]=[CH:8][N:9]2[CH2:12][CH2:13][CH:14]([CH2:17][OH:18])[CH2:15][OH:16])=[CH:5][N:4]=1.C(N([CH2:24][CH3:25])CC)C.[C:26](OC(=O)C)(=[O:28])[CH3:27].C[OH:34]. (2) The reactants are: Cl[C:2]1[C:7]([C:8]#[C:9][C:10]2[CH:11]=[N:12][C:13]([NH2:16])=[CH:14][CH:15]=2)=[C:6]([CH2:17][CH3:18])[N:5]=[CH:4][N:3]=1.[C:19]([O-:22])([O-])=O.[Cs+].[Cs+].[CH3:25][CH2:26]O.[CH3:28][OH:29]. Given the product [CH3:28][O:29][C:19](=[O:22])[C:26]1[CH:25]=[CH:2][C:7]([C:2]2[C:7]([C:8]#[C:9][C:10]3[CH:11]=[N:12][C:13]([NH2:16])=[CH:14][CH:15]=3)=[C:6]([CH2:17][CH3:18])[N:5]=[CH:4][N:3]=2)=[CH:6][CH:17]=1, predict the reactants needed to synthesize it. (3) Given the product [Br:38][C:33]1[CH:32]=[C:31]([CH2:30][CH2:29][NH:28][C:23]2[N:22]=[C:21]([C:17]3[CH:18]=[CH:19][CH:20]=[C:15]([NH:14][CH:11]4[CH2:10][CH2:9][NH:8][CH2:13][CH2:12]4)[CH:16]=3)[CH:26]=[CH:25][N:24]=2)[CH:36]=[CH:35][C:34]=1[OH:37], predict the reactants needed to synthesize it. The reactants are: C(OC([N:8]1[CH2:13][CH2:12][CH:11]([NH:14][C:15]2[CH:20]=[CH:19][CH:18]=[C:17]([C:21]3[CH:26]=[CH:25][N:24]=[C:23](Cl)[N:22]=3)[CH:16]=2)[CH2:10][CH2:9]1)=O)(C)(C)C.[NH2:28][CH2:29][CH2:30][C:31]1[CH:36]=[CH:35][C:34]([OH:37])=[C:33]([Br:38])[CH:32]=1. (4) Given the product [Cl:17][C:16]1[C:11]([C:8]2[CH:9]=[C:10]3[C:5](=[C:6]([O:18][C:19]4[CH:20]=[CH:21][C:22]([S:25]([CH3:28])(=[O:26])=[O:27])=[CH:23][CH:24]=4)[CH:7]=2)[NH:4][N:3]=[C:2]3[NH:48][C:45]2[CH:46]=[CH:47][N:43]([CH2:42][CH:40]([OH:41])[C:39]([CH3:49])([OH:38])[CH3:50])[N:44]=2)=[N:12][CH:13]=[CH:14][CH:15]=1, predict the reactants needed to synthesize it. The reactants are: Br[C:2]1[C:10]2[C:5](=[C:6]([O:18][C:19]3[CH:24]=[CH:23][C:22]([S:25]([CH3:28])(=[O:27])=[O:26])=[CH:21][CH:20]=3)[CH:7]=[C:8]([C:11]3[C:16]([Cl:17])=[CH:15][CH:14]=[CH:13][N:12]=3)[CH:9]=2)[N:4](C(OC(C)(C)C)=O)[N:3]=1.CC1(C)[O:41][CH:40]([CH2:42][N:43]2[CH:47]=[CH:46][C:45]([NH2:48])=[N:44]2)[C:39]([CH3:50])([CH3:49])[O:38]1. (5) Given the product [F:1][C:2]1[CH:7]=[C:6]([I:8])[CH:5]=[CH:4][C:3]=1[NH:9][C:10]1[N:11]([CH3:29])[C:12](=[O:28])[C:13]([CH3:27])=[C:14]([O:25][CH3:26])[C:15]=1[C:16]([NH:18][O:19][CH2:20][CH2:21][OH:22])=[O:17], predict the reactants needed to synthesize it. The reactants are: [F:1][C:2]1[CH:7]=[C:6]([I:8])[CH:5]=[CH:4][C:3]=1[NH:9][C:10]1[N:11]([CH3:29])[C:12](=[O:28])[C:13]([CH3:27])=[C:14]([O:25][CH3:26])[C:15]=1[C:16]([NH:18][O:19][CH2:20][CH2:21][O:22]C=C)=[O:17].Cl.